Dataset: Forward reaction prediction with 1.9M reactions from USPTO patents (1976-2016). Task: Predict the product of the given reaction. Given the reactants [Br:1][CH2:2][CH2:3][CH2:4][CH2:5][CH2:6][C:7](O)=O.S(=O)(=O)(O)O.[NH2:15][NH:16][C:17]([NH2:19])=[S:18].N, predict the reaction product. The product is: [Br:1][CH2:2][CH2:3][CH2:4][CH2:5][CH2:6][C:7]1[S:18][C:17]([NH2:19])=[N:16][N:15]=1.